From a dataset of Reaction yield outcomes from USPTO patents with 853,638 reactions. Predict the reaction yield, written as a fraction of the theoretical maximum amount of product (1.0 means a 100% yield; for example, 0.34 means a 34% yield). The reactants are [NH2:1][C:2]1[N:7]=[CH:6][C:5]([NH:8]C=O)=[C:4]([S:11][CH2:12]C2C=CC(OC)=CC=2)[C:3]=1[F:21]. The catalyst is C(O)(C(F)(F)F)=O.F[B-](F)(F)F.[Ag+]. The product is [F:21][C:3]1[C:4]2[S:11][CH:12]=[N:8][C:5]=2[CH:6]=[N:7][C:2]=1[NH2:1]. The yield is 0.450.